Dataset: Catalyst prediction with 721,799 reactions and 888 catalyst types from USPTO. Task: Predict which catalyst facilitates the given reaction. (1) Reactant: [C:1]1([C@H:7]2[CH2:16][CH2:15][C:14]3[C:9](=[CH:10][CH:11]=[C:12]([O:17]C)[CH:13]=3)[C@H:8]2[C:19]2[CH:32]=[CH:31][C:22]([O:23][CH2:24][CH2:25][N:26]3[CH2:30][CH2:29][CH2:28][CH2:27]3)=[CH:21][CH:20]=2)[CH:6]=[CH:5][CH:4]=[CH:3][CH:2]=1.[BrH:33]. Product: [BrH:33].[C:1]1([C@H:7]2[CH2:16][CH2:15][C:14]3[CH:13]=[C:12]([OH:17])[CH:11]=[CH:10][C:9]=3[C@H:8]2[C:19]2[CH:32]=[CH:31][C:22]([O:23][CH2:24][CH2:25][N:26]3[CH2:30][CH2:29][CH2:28][CH2:27]3)=[CH:21][CH:20]=2)[CH:6]=[CH:5][CH:4]=[CH:3][CH:2]=1. The catalyst class is: 8. (2) Reactant: [CH3:1][N:2]([CH3:40])[CH2:3][CH2:4][CH2:5][NH:6][C:7]1[N:39]=[C:10]2[C:11]([C:29]3[CH:34]=[CH:33][CH:32]=[C:31]([C:35]([F:38])([F:37])[F:36])[CH:30]=3)=[C:12]([CH3:28])[C:13]([C:15]3[N:19]([C:20]4[CH:27]=[CH:26][C:23]([C:24]#[N:25])=[CH:22][CH:21]=4)[N:18]=[CH:17][CH:16]=3)=[CH:14][N:9]2[N:8]=1.[CH3:41][O:42][S:43]([C:46]1[CH:51]=[CH:50][CH:49]=[CH:48][CH:47]=1)(=[O:45])=[O:44]. Product: [C:46]1([S:43]([O-:45])(=[O:44])=[O:42])[CH:51]=[CH:50][CH:49]=[CH:48][CH:47]=1.[C:24]([C:23]1[CH:22]=[CH:21][C:20]([N:19]2[C:15]([C:13]3[C:12]([CH3:28])=[C:11]([C:29]4[CH:34]=[CH:33][CH:32]=[C:31]([C:35]([F:38])([F:36])[F:37])[CH:30]=4)[C:10]4[N:9]([N:8]=[C:7]([NH:6][CH2:5][CH2:4][CH2:3][N+:2]([CH3:41])([CH3:1])[CH3:40])[N:39]=4)[CH:14]=3)=[CH:16][CH:17]=[N:18]2)=[CH:27][CH:26]=1)#[N:25]. The catalyst class is: 21. (3) Reactant: Cl.[NH2:2][C:3]1[CH:8]=[CH:7][C:6]([C:9]([NH:11][CH2:12][C:13]2[C:14]([NH:26][CH:27]3[CH2:32][CH2:31][N:30]([C:33]([NH2:35])=[O:34])[CH2:29][CH2:28]3)=[C:15]3[CH:23]=[N:22][N:21]([CH2:24][CH3:25])[C:16]3=[N:17][C:18]=2[CH2:19][CH3:20])=[O:10])=[CH:5][CH:4]=1.C(N(CC)CC)C.[Br:43][CH2:44][CH2:45][CH2:46][CH2:47][CH2:48][CH2:49][CH2:50][C:51](Cl)=[O:52].O. Product: [Br:43][CH2:44][CH2:45][CH2:46][CH2:47][CH2:48][CH2:49][CH2:50][C:51]([NH:2][C:3]1[CH:4]=[CH:5][C:6]([C:9]([NH:11][CH2:12][C:13]2[C:14]([NH:26][CH:27]3[CH2:28][CH2:29][N:30]([C:33]([NH2:35])=[O:34])[CH2:31][CH2:32]3)=[C:15]3[CH:23]=[N:22][N:21]([CH2:24][CH3:25])[C:16]3=[N:17][C:18]=2[CH2:19][CH3:20])=[O:10])=[CH:7][CH:8]=1)=[O:52]. The catalyst class is: 22.